Dataset: Forward reaction prediction with 1.9M reactions from USPTO patents (1976-2016). Task: Predict the product of the given reaction. (1) Given the reactants [CH:1]1([CH2:5][C@H:6]([N:17]([CH2:25][C:26]2[CH:31]=[CH:30][CH:29]=[CH:28][CH:27]=2)[CH2:18][C:19]2[CH:24]=[CH:23][CH:22]=[CH:21][CH:20]=2)[C:7]([O:9]CC2C=CC=CC=2)=[O:8])[CH2:4][CH2:3][CH2:2]1.C(N(CC1C=CC=CC=1)[C@@H](CC)C(O)=O)C1C=CC=CC=1, predict the reaction product. The product is: [CH:1]1([CH2:5][C@H:6]([N:17]([CH2:25][C:26]2[CH:31]=[CH:30][CH:29]=[CH:28][CH:27]=2)[CH2:18][C:19]2[CH:20]=[CH:21][CH:22]=[CH:23][CH:24]=2)[C:7]([OH:9])=[O:8])[CH2:2][CH2:3][CH2:4]1. (2) Given the reactants [N+:1]([CH3:4])([O-:3])=[O:2].[Li]CCCC.[Br:10][C:11]1[CH:12]=[C:13]([CH:22]=[C:23]([F:25])[CH:24]=1)/[CH:14]=[N:15]/[S@:16]([C:18]([CH3:21])([CH3:20])[CH3:19])=[O:17], predict the reaction product. The product is: [Br:10][C:11]1[CH:12]=[C:13]([C@H:14]([NH:15][S@:16]([C:18]([CH3:21])([CH3:20])[CH3:19])=[O:17])[CH2:4][N+:1]([O-:3])=[O:2])[CH:22]=[C:23]([F:25])[CH:24]=1. (3) Given the reactants Br[C:2]1[CH2:18][C:5]2([C:8]([CH3:10])([CH3:9])[N:7]([C:11]([O:13][C:14]([CH3:17])([CH3:16])[CH3:15])=[O:12])[CH2:6]2)[O:4][N:3]=1.[CH3:19][C:20]1([C:26]([O:28][CH2:29][CH3:30])=[O:27])[CH2:25][CH2:24][NH:23][CH2:22][CH2:21]1, predict the reaction product. The product is: [CH2:29]([O:28][C:26]([C:20]1([CH3:19])[CH2:25][CH2:24][N:23]([C:2]2[CH2:18][C:5]3([C:8]([CH3:10])([CH3:9])[N:7]([C:11]([O:13][C:14]([CH3:17])([CH3:16])[CH3:15])=[O:12])[CH2:6]3)[O:4][N:3]=2)[CH2:22][CH2:21]1)=[O:27])[CH3:30]. (4) Given the reactants [NH2:1][C:2]1[CH:7]=[C:6]([S:8]([CH:11]([CH3:13])[CH3:12])(=[O:10])=[O:9])[CH:5]=[CH:4][C:3]=1[NH:14][CH2:15][C:16]1([OH:21])[CH2:20][CH2:19][CH2:18][CH2:17]1.[C:22](Cl)(=O)[C:23]([CH3:26])([CH3:25])[CH3:24], predict the reaction product. The product is: [C:23]([C:26]1[N:14]([CH2:15][C:16]2([OH:21])[CH2:20][CH2:19][CH2:18][CH2:17]2)[C:3]2[CH:4]=[CH:5][C:6]([S:8]([CH:11]([CH3:12])[CH3:13])(=[O:9])=[O:10])=[CH:7][C:2]=2[N:1]=1)([CH3:25])([CH3:24])[CH3:22]. (5) Given the reactants [CH2:1]([C:3]1[CH:8]=[CH:7][C:6]([N:9]2[CH2:13][CH2:12][C:11]3([CH2:18][CH2:17][NH:16][CH2:15][CH2:14]3)[C:10]2=[O:19])=[CH:5][CH:4]=1)[CH3:2].Br[CH2:21][C:22]([C:24]1[CH:29]=[CH:28][C:27]([Cl:30])=[CH:26][C:25]=1[Cl:31])=[O:23].C(N(CC)CC)C, predict the reaction product. The product is: [Cl:31][C:25]1[CH:26]=[C:27]([Cl:30])[CH:28]=[CH:29][C:24]=1[C:22](=[O:23])[CH2:21][N:16]1[CH2:17][CH2:18][C:11]2([C:10](=[O:19])[N:9]([C:6]3[CH:5]=[CH:4][C:3]([CH2:1][CH3:2])=[CH:8][CH:7]=3)[CH2:13][CH2:12]2)[CH2:14][CH2:15]1.